Predict the reaction yield, written as a fraction of the theoretical maximum amount of product (1.0 means a 100% yield; for example, 0.34 means a 34% yield). From a dataset of Reaction yield outcomes from USPTO patents with 853,638 reactions. (1) The reactants are [CH3:1][O:2][CH:3]([O:19][CH3:20])[C@:4]1([CH3:18])[C@H:9]2[O:10][C@H:8]2[C:7]2[CH:11]=[C:12]([N+:15]([O-:17])=[O:16])[CH:13]=[CH:14][C:6]=2[O:5]1.[Br:21][C:22]1[CH:27]=[CH:26][C:25]([NH:28][CH2:29][C:30]2[NH:31][CH:32]=[CH:33][N:34]=2)=[CH:24][CH:23]=1. No catalyst specified. The product is [CH3:1][O:2][CH:3]([O:19][CH3:20])[C@:4]1([CH3:18])[C@@H:9]([OH:10])[C@H:8]([N:28]([C:25]2[CH:26]=[CH:27][C:22]([Br:21])=[CH:23][CH:24]=2)[CH2:29][C:30]2[NH:31][CH:32]=[CH:33][N:34]=2)[C:7]2[CH:11]=[C:12]([N+:15]([O-:17])=[O:16])[CH:13]=[CH:14][C:6]=2[O:5]1. The yield is 0.410. (2) The reactants are [OH:1][C@H:2]1[CH2:7][CH2:6][C@H:5]([N:8]([C:24]([C@H:26]2[CH2:31][CH2:30][C@H:29]([CH3:32])[CH2:28][CH2:27]2)=[O:25])[C:9]2[CH:13]=[C:12]([C:14]3[CH2:19][CH2:18][C:17](=O)[CH2:16][CH:15]=3)[S:11][C:10]=2[C:21]([OH:23])=[O:22])[CH2:4][CH2:3]1.Cl.[CH2:34]([O:41][NH2:42])[C:35]1[CH:40]=[CH:39][CH:38]=[CH:37][CH:36]=1.C([O-])(=O)C.[Na+]. The catalyst is O.C(O)C. The product is [CH2:34]([O:41][N:42]=[C:17]1[CH2:18][CH2:19][C:14]([C:12]2[S:11][C:10]([C:21]([OH:23])=[O:22])=[C:9]([N:8]([C@H:5]3[CH2:6][CH2:7][C@H:2]([OH:1])[CH2:3][CH2:4]3)[C:24]([C@H:26]3[CH2:27][CH2:28][C@H:29]([CH3:32])[CH2:30][CH2:31]3)=[O:25])[CH:13]=2)=[CH:15][CH2:16]1)[C:35]1[CH:40]=[CH:39][CH:38]=[CH:37][CH:36]=1. The yield is 0.540. (3) The reactants are [Br:1][C:2]1[CH:9]=[C:8]([O:10][CH3:11])[CH:7]=[CH:6][C:3]=1[C:4]#[N:5].C(Cl)Cl.[I:15]I. The catalyst is FC(F)(F)S([O-])(=O)=O.[Ag+].C(#N)C. The product is [Br:1][C:2]1[CH:9]=[C:8]([O:10][CH3:11])[C:7]([I:15])=[CH:6][C:3]=1[C:4]#[N:5]. The yield is 0.571.